Dataset: Forward reaction prediction with 1.9M reactions from USPTO patents (1976-2016). Task: Predict the product of the given reaction. (1) Given the reactants N1([C:6]2[CH:7]=[C:8]([C:16]3[S:20][C:19]([NH:21][C:22]([N:24]4C=CN=C4)=[O:23])=[N:18][C:17]=3[CH3:29])[CH:9]=[CH:10][C:11]=2[S:12]([CH3:15])(=[O:14])=[O:13])C=CN=C1.[F:30]C1C=C(C2SC(N)=NC=2C)C=CC=1S(C)(=O)=O, predict the reaction product. The product is: [F:30][C:6]1[CH:7]=[C:8]([C:16]2[S:20][C:19]([NH:21][C:22]([NH2:24])=[O:23])=[N:18][C:17]=2[CH3:29])[CH:9]=[CH:10][C:11]=1[S:12]([CH3:15])(=[O:14])=[O:13]. (2) Given the reactants [CH3:1][NH:2]/[C:3](=[N:30]\[C:31]1[CH:36]=[CH:35][CH:34]=[CH:33][CH:32]=1)/[N:4]1[CH2:9][CH2:8][C:7]2[N:10]=[C:11]([C:13]([NH:15][C:16]3[CH:21]=[CH:20][CH:19]=[CH:18][C:17]=3[NH:22]C(=O)OC(C)(C)C)=[O:14])[S:12][C:6]=2[CH2:5]1.Cl, predict the reaction product. The product is: [NH2:22][C:17]1[CH:18]=[CH:19][CH:20]=[CH:21][C:16]=1[NH:15][C:13]([C:11]1[S:12][C:6]2[CH2:5][N:4]([C:3]([NH:30][C:31]3[CH:36]=[CH:35][CH:34]=[CH:33][CH:32]=3)=[N:2][CH3:1])[CH2:9][CH2:8][C:7]=2[N:10]=1)=[O:14]. (3) Given the reactants C(=O)([O-])[O-].[K+].[K+].[CH2:7]([O:9][C:10]1[CH:23]=[CH:22][C:13]([CH2:14][CH:15]2[S:19][C:18](=[O:20])[NH:17][C:16]2=[O:21])=[CH:12][CH:11]=1)[CH3:8].Br[CH2:25][CH2:26][NH:27][C:28](=[O:34])[O:29][C:30]([CH3:33])([CH3:32])[CH3:31], predict the reaction product. The product is: [CH2:7]([O:9][C:10]1[CH:23]=[CH:22][C:13]([CH2:14][CH:15]2[S:19][C:18](=[O:20])[N:17]([CH2:25][CH2:26][NH:27][C:28](=[O:34])[O:29][C:30]([CH3:33])([CH3:32])[CH3:31])[C:16]2=[O:21])=[CH:12][CH:11]=1)[CH3:8]. (4) Given the reactants C[O:2][C:3]1[CH:8]=[CH:7][N:6]=[C:5]([CH3:9])[CH:4]=1.[CH2:10](Br)[C:11]1[CH:16]=[CH:15][CH:14]=[CH:13][CH:12]=1, predict the reaction product. The product is: [CH2:10]([N:6]1[CH2:7][CH2:8][C:3](=[O:2])[CH2:4][CH:5]1[CH3:9])[C:11]1[CH:16]=[CH:15][CH:14]=[CH:13][CH:12]=1.